This data is from NCI-60 drug combinations with 297,098 pairs across 59 cell lines. The task is: Regression. Given two drug SMILES strings and cell line genomic features, predict the synergy score measuring deviation from expected non-interaction effect. (1) Drug 1: CC12CCC(CC1=CCC3C2CCC4(C3CC=C4C5=CN=CC=C5)C)O. Drug 2: CN(C)C1=NC(=NC(=N1)N(C)C)N(C)C. Cell line: KM12. Synergy scores: CSS=6.23, Synergy_ZIP=-9.64, Synergy_Bliss=-10.0, Synergy_Loewe=-8.99, Synergy_HSA=-8.62. (2) Drug 1: C1CN(CCN1C(=O)CCBr)C(=O)CCBr. Drug 2: C1=NNC2=C1C(=O)NC=N2. Cell line: SR. Synergy scores: CSS=54.3, Synergy_ZIP=3.85, Synergy_Bliss=3.16, Synergy_Loewe=-16.0, Synergy_HSA=1.91. (3) Drug 1: C1C(C(OC1N2C=C(C(=O)NC2=O)F)CO)O. Drug 2: CN1C(=O)N2C=NC(=C2N=N1)C(=O)N. Cell line: SF-268. Synergy scores: CSS=35.7, Synergy_ZIP=4.17, Synergy_Bliss=2.62, Synergy_Loewe=-20.5, Synergy_HSA=3.85. (4) Drug 1: CN1C(=O)N2C=NC(=C2N=N1)C(=O)N. Drug 2: C1CN1C2=NC(=NC(=N2)N3CC3)N4CC4. Cell line: OVCAR-5. Synergy scores: CSS=35.3, Synergy_ZIP=-11.5, Synergy_Bliss=-4.43, Synergy_Loewe=-36.4, Synergy_HSA=-3.43. (5) Drug 1: C1=CN(C=N1)CC(O)(P(=O)(O)O)P(=O)(O)O. Drug 2: CC12CCC3C(C1CCC2OP(=O)(O)O)CCC4=C3C=CC(=C4)OC(=O)N(CCCl)CCCl.[Na+]. Cell line: MDA-MB-231. Synergy scores: CSS=-0.379, Synergy_ZIP=1.58, Synergy_Bliss=2.15, Synergy_Loewe=0.165, Synergy_HSA=0.233. (6) Drug 1: CC1C(C(CC(O1)OC2CC(CC3=C2C(=C4C(=C3O)C(=O)C5=C(C4=O)C(=CC=C5)OC)O)(C(=O)CO)O)N)O.Cl. Cell line: KM12. Synergy scores: CSS=6.24, Synergy_ZIP=-4.42, Synergy_Bliss=-1.55, Synergy_Loewe=-0.908, Synergy_HSA=-0.787. Drug 2: CC12CCC3C(C1CCC2=O)CC(=C)C4=CC(=O)C=CC34C.